Dataset: Full USPTO retrosynthesis dataset with 1.9M reactions from patents (1976-2016). Task: Predict the reactants needed to synthesize the given product. The reactants are: Cl[C:2]1[N:7]=[C:6]([CH:8]([CH:11]2[N:15]([CH2:16][CH3:17])[C:14]3[CH:18]=[CH:19][CH:20]=[CH:21][C:13]=3[NH:12]2)[C:9]#[N:10])[CH:5]=[CH:4][N:3]=1.[CH:22]1([NH2:26])[CH2:25][CH2:24][CH2:23]1. Given the product [CH:22]1([NH:26][C:2]2[N:7]=[C:6](/[C:8](=[C:11]3\[NH:12][C:13]4[CH:21]=[CH:20][CH:19]=[CH:18][C:14]=4[N:15]\3[CH2:16][CH3:17])/[C:9]#[N:10])[CH:5]=[CH:4][N:3]=2)[CH2:25][CH2:24][CH2:23]1, predict the reactants needed to synthesize it.